This data is from Human Reference Interactome with 51,813 positive PPI pairs across 8,248 proteins, plus equal number of experimentally-validated negative pairs. The task is: Binary Classification. Given two protein amino acid sequences, predict whether they physically interact or not. (1) Protein 1 (ENSG00000117748) has sequence MWNSNDGGAGWRRKRIAGGFSKRASLGSERRVVAGEEGRERSWGVWGSPAGRRRGRLGRLGQCLKGRSLREPAGFSEAWDVAQALILLFKTGGFESYGSSSYGGAGGYTQSPGGFGSPAPSQAEKKSRARAQHIVPCTISQLLSATLVDEVFRIGNVEISQVTIVGIIRHAEKAPTNIVYKIDDMTAAPMDVRQWVDTDDTSSENTVVPPETYVKVAGHLRSFQNKKSLVAFKIMPLEDMNEFTTHILEVINAHMVLSKANSQPSAGRAPISNPGMSEAGNFGGNSFMPANGLTVAQNQV.... Protein 2 (ENSG00000011478) has sequence MRSGGRGRPRLRLGERGLMEPLLPPKRRLLPRVRLLPLLLALAVGSAFYTIWSGWHRRTEELPLGRELRVPLIGSLPEARLRRVVGQLDPQRLWSTYLRPLLVVRTPGSPGNLQVRKFLEATLRSLTAGWHVELDPFTASTPLGPVDFGNVVATLDPRAARHLTLACHYDSKLFPPGSTPFVGATDSAVPCALLLELAQALDLELSRAKKQAAPVTLQLLFLDGEEALKEWGPKDSLYGSRHLAQLMESIPHSPGPTRIQAIELFMLLDLLGAPNPTFYSHFPRTVRWFHRLRSIEKRLH.... Result: 0 (the proteins do not interact). (2) Protein 1 (ENSG00000113790) has sequence MAEYTRLHNALALIRLRNPPVNAISTTLLRDIKEGLQKAVIDHTIKAIVICGAEGKFSAGADIRGFSAPRTFGLTLGHVVDEIQRNEKPVVAAIQGMAFGGGLELALGCHYRIAHAEAQVGLPEVTLGLLPGARGTQLLPRLTGVPAALDLITSGRRILADEALKLGILDKVVNSDPVEEAIRFAQRVSDQPLESRRLCNKPIQSLPNMDSIFSEALLKMRRQHPGCLAQEACVRAVQAAVQYPYEVGIKKEEELFLYLLQSGQARALQYAFFAERKANKWSTPSGASWKTASARPVSSV.... Protein 2 (ENSG00000180228) has sequence MSQSRHRAEAPPLEREDSGTFSLGKMITAKPGKTPIQVLHEYGMKTKNIPVYECERSDVQIHVPTFTFRVTVGDITCTGEGTSKKLAKHRAAEAAINILKANASICFAVPDPLMPDPSKQPKNQLNPIGSLQELAIHHGWRLPEYTLSQEGGPAHKREYTTICRLESFMETGKGASKKQAKRNAAEKFLAKFSNISPENHISLTNVVGHSLGCTWHSLRNSPGEKINLLKRSLLSIPNTDYIQLLSEIAKEQGFNITYLDIDELSANGQYQCLAELSTSPITVCHGSGISCGNAQSDAAH.... Result: 1 (the proteins interact).